This data is from Peptide-MHC class I binding affinity with 185,985 pairs from IEDB/IMGT. The task is: Regression. Given a peptide amino acid sequence and an MHC pseudo amino acid sequence, predict their binding affinity value. This is MHC class I binding data. (1) The peptide sequence is AFDLSHFLK. The MHC is HLA-B27:05 with pseudo-sequence HLA-B27:05. The binding affinity (normalized) is 0. (2) The peptide sequence is AQGLVASIK. The MHC is HLA-A31:01 with pseudo-sequence HLA-A31:01. The binding affinity (normalized) is 0.150. (3) The peptide sequence is VYDIVNNLG. The MHC is H-2-Kd with pseudo-sequence H-2-Kd. The binding affinity (normalized) is 0. (4) The peptide sequence is SMYGKAFNHA. The MHC is HLA-A02:01 with pseudo-sequence HLA-A02:01. The binding affinity (normalized) is 0.790. (5) The peptide sequence is REMGIVDLL. The MHC is HLA-B40:01 with pseudo-sequence HLA-B40:01. The binding affinity (normalized) is 0.947. (6) The peptide sequence is KLAEAIFKL. The MHC is HLA-A02:01 with pseudo-sequence HLA-A02:01. The binding affinity (normalized) is 0.915. (7) The peptide sequence is SLLERGQQLGV. The MHC is HLA-A68:02 with pseudo-sequence HLA-A68:02. The binding affinity (normalized) is 0.370.